Task: Predict which catalyst facilitates the given reaction.. Dataset: Catalyst prediction with 721,799 reactions and 888 catalyst types from USPTO (1) Reactant: [Cl:1][C:2]1[CH:11]=[C:10]([Cl:12])[CH:9]=[C:8]2[C:3]=1[CH2:4][CH:5]([C:13]([OH:15])=[O:14])[NH:6][CH2:7]2.[OH-].[Na+].[C:18]([O:22][C:23](O[C:23]([O:22][C:18]([CH3:21])([CH3:20])[CH3:19])=[O:24])=[O:24])([CH3:21])([CH3:20])[CH3:19]. Product: [C:18]([O:22][C:23]([N:6]1[CH:5]([C:13]([OH:15])=[O:14])[CH2:4][C:3]2[C:8](=[CH:9][C:10]([Cl:12])=[CH:11][C:2]=2[Cl:1])[CH2:7]1)=[O:24])([CH3:21])([CH3:20])[CH3:19]. The catalyst class is: 127. (2) Reactant: C(OC([N:8](C(OC(C)(C)C)=O)[C:9]1[N:10]=[CH:11][C:12]([C:28]2[CH2:29][CH2:30][N:31](C(OC(C)(C)C)=O)[CH2:32][CH:33]=2)=[N:13][C:14]=1[C:15]1[O:16][C:17]([C:20]2[CH:25]=[CH:24][C:23]([CH2:26][Br:27])=[CH:22][CH:21]=2)=[N:18][N:19]=1)=O)(C)(C)C.Cl. Product: [Br:27][CH2:26][C:23]1[CH:22]=[CH:21][C:20]([C:17]2[O:16][C:15]([C:14]3[C:9]([NH2:8])=[N:10][CH:11]=[C:12]([C:28]4[CH2:29][CH2:30][NH:31][CH2:32][CH:33]=4)[N:13]=3)=[N:19][N:18]=2)=[CH:25][CH:24]=1. The catalyst class is: 12. (3) Reactant: [OH:1][C:2]1[CH:7]=[CH:6][C:5]([S:8](Cl)(=[O:10])=[O:9])=[CH:4][C:3]=1[O:12][CH3:13].C/C(/O[Si](C)(C)C)=N\[Si](C)(C)C.[CH:26]1[C:38]2[CH:37]([CH2:39][O:40][C:41]([N:43]3[CH2:48][C@@H:47]([C:49](=[O:72])[NH:50][CH2:51][C:52]4([CH2:66][CH2:67][CH2:68][CH2:69][O:70][CH3:71])[C:65]5[CH:64]=[CH:63][CH:62]=[CH:61][C:60]=5[O:59][C:58]5[C:53]4=[CH:54][CH:55]=[CH:56][CH:57]=5)[CH2:46][C@@H:45]([NH2:73])[CH2:44]3)=[O:42])[C:36]3[C:31](=[CH:32][CH:33]=[CH:34][CH:35]=3)[C:30]=2[CH:29]=[CH:28][CH:27]=1.CCN(CC)CC. Product: [CH:26]1[C:38]2[CH:37]([CH2:39][O:40][C:41]([N:43]3[CH2:48][C@@H:47]([C:49](=[O:72])[NH:50][CH2:51][C:52]4([CH2:66][CH2:67][CH2:68][CH2:69][O:70][CH3:71])[C:65]5[CH:64]=[CH:63][CH:62]=[CH:61][C:60]=5[O:59][C:58]5[C:53]4=[CH:54][CH:55]=[CH:56][CH:57]=5)[CH2:46][C@@H:45]([NH:73][S:8]([C:5]4[CH:6]=[CH:7][C:2]([OH:1])=[C:3]([O:12][CH3:13])[CH:4]=4)(=[O:10])=[O:9])[CH2:44]3)=[O:42])[C:36]3[C:31](=[CH:32][CH:33]=[CH:34][CH:35]=3)[C:30]=2[CH:29]=[CH:28][CH:27]=1. The catalyst class is: 326.